From a dataset of NCI-60 drug combinations with 297,098 pairs across 59 cell lines. Regression. Given two drug SMILES strings and cell line genomic features, predict the synergy score measuring deviation from expected non-interaction effect. (1) Drug 1: CC1CCC2CC(C(=CC=CC=CC(CC(C(=O)C(C(C(=CC(C(=O)CC(OC(=O)C3CCCCN3C(=O)C(=O)C1(O2)O)C(C)CC4CCC(C(C4)OC)OCCO)C)C)O)OC)C)C)C)OC. Drug 2: C(CC(=O)O)C(=O)CN.Cl. Cell line: PC-3. Synergy scores: CSS=25.2, Synergy_ZIP=-6.95, Synergy_Bliss=-1.76, Synergy_Loewe=-40.9, Synergy_HSA=-1.16. (2) Drug 1: CCCS(=O)(=O)NC1=C(C(=C(C=C1)F)C(=O)C2=CNC3=C2C=C(C=N3)C4=CC=C(C=C4)Cl)F. Drug 2: CC1CCC2CC(C(=CC=CC=CC(CC(C(=O)C(C(C(=CC(C(=O)CC(OC(=O)C3CCCCN3C(=O)C(=O)C1(O2)O)C(C)CC4CCC(C(C4)OC)OCCO)C)C)O)OC)C)C)C)OC. Cell line: DU-145. Synergy scores: CSS=22.5, Synergy_ZIP=-0.962, Synergy_Bliss=6.08, Synergy_Loewe=-2.57, Synergy_HSA=3.11. (3) Drug 1: CCC1=C2CN3C(=CC4=C(C3=O)COC(=O)C4(CC)O)C2=NC5=C1C=C(C=C5)O. Drug 2: C(CN)CNCCSP(=O)(O)O. Cell line: K-562. Synergy scores: CSS=48.5, Synergy_ZIP=3.63, Synergy_Bliss=4.80, Synergy_Loewe=-35.4, Synergy_HSA=4.25. (4) Drug 1: C1C(C(OC1N2C=C(C(=O)NC2=O)F)CO)O. Drug 2: CC1=C(C(=O)C2=C(C1=O)N3CC4C(C3(C2COC(=O)N)OC)N4)N. Cell line: BT-549. Synergy scores: CSS=23.0, Synergy_ZIP=-9.97, Synergy_Bliss=-7.91, Synergy_Loewe=-1.65, Synergy_HSA=-0.359. (5) Drug 1: CCC1(CC2CC(C3=C(CCN(C2)C1)C4=CC=CC=C4N3)(C5=C(C=C6C(=C5)C78CCN9C7C(C=CC9)(C(C(C8N6C=O)(C(=O)OC)O)OC(=O)C)CC)OC)C(=O)OC)O.OS(=O)(=O)O. Drug 2: C1=CN(C=N1)CC(O)(P(=O)(O)O)P(=O)(O)O. Cell line: OVCAR-8. Synergy scores: CSS=3.76, Synergy_ZIP=-0.566, Synergy_Bliss=0.456, Synergy_Loewe=1.01, Synergy_HSA=0.912. (6) Drug 1: CCCS(=O)(=O)NC1=C(C(=C(C=C1)F)C(=O)C2=CNC3=C2C=C(C=N3)C4=CC=C(C=C4)Cl)F. Drug 2: C1=C(C(=O)NC(=O)N1)N(CCCl)CCCl. Cell line: HOP-62. Synergy scores: CSS=46.7, Synergy_ZIP=1.21, Synergy_Bliss=3.66, Synergy_Loewe=-2.83, Synergy_HSA=2.06. (7) Drug 1: CN(CC1=CN=C2C(=N1)C(=NC(=N2)N)N)C3=CC=C(C=C3)C(=O)NC(CCC(=O)O)C(=O)O. Drug 2: CC1=C(C=C(C=C1)C(=O)NC2=CC(=CC(=C2)C(F)(F)F)N3C=C(N=C3)C)NC4=NC=CC(=N4)C5=CN=CC=C5. Cell line: HT29. Synergy scores: CSS=-1.54, Synergy_ZIP=5.31, Synergy_Bliss=5.62, Synergy_Loewe=-1.42, Synergy_HSA=-1.08. (8) Drug 1: C1=CC=C(C=C1)NC(=O)CCCCCCC(=O)NO. Drug 2: CCC1(CC2CC(C3=C(CCN(C2)C1)C4=CC=CC=C4N3)(C5=C(C=C6C(=C5)C78CCN9C7C(C=CC9)(C(C(C8N6C)(C(=O)OC)O)OC(=O)C)CC)OC)C(=O)OC)O.OS(=O)(=O)O. Cell line: NCI/ADR-RES. Synergy scores: CSS=-0.0415, Synergy_ZIP=2.81, Synergy_Bliss=3.97, Synergy_Loewe=-0.531, Synergy_HSA=-0.945.